This data is from NCI-60 drug combinations with 297,098 pairs across 59 cell lines. The task is: Regression. Given two drug SMILES strings and cell line genomic features, predict the synergy score measuring deviation from expected non-interaction effect. (1) Drug 1: CC1=C2C(C(=O)C3(C(CC4C(C3C(C(C2(C)C)(CC1OC(=O)C(C(C5=CC=CC=C5)NC(=O)OC(C)(C)C)O)O)OC(=O)C6=CC=CC=C6)(CO4)OC(=O)C)OC)C)OC. Drug 2: CC1=C2C(C(=O)C3(C(CC4C(C3C(C(C2(C)C)(CC1OC(=O)C(C(C5=CC=CC=C5)NC(=O)OC(C)(C)C)O)O)OC(=O)C6=CC=CC=C6)(CO4)OC(=O)C)O)C)O. Cell line: SF-268. Synergy scores: CSS=60.6, Synergy_ZIP=5.11, Synergy_Bliss=4.82, Synergy_Loewe=4.85, Synergy_HSA=9.91. (2) Drug 1: COC1=C2C(=CC3=C1OC=C3)C=CC(=O)O2. Drug 2: B(C(CC(C)C)NC(=O)C(CC1=CC=CC=C1)NC(=O)C2=NC=CN=C2)(O)O. Cell line: SW-620. Synergy scores: CSS=1.95, Synergy_ZIP=1.83, Synergy_Bliss=-3.39, Synergy_Loewe=-69.3, Synergy_HSA=-11.1. (3) Drug 1: C1CC(C1)(C(=O)O)C(=O)O.[NH2-].[NH2-].[Pt+2]. Drug 2: CNC(=O)C1=NC=CC(=C1)OC2=CC=C(C=C2)NC(=O)NC3=CC(=C(C=C3)Cl)C(F)(F)F. Cell line: NCIH23. Synergy scores: CSS=45.9, Synergy_ZIP=-8.65, Synergy_Bliss=-9.44, Synergy_Loewe=-16.2, Synergy_HSA=-5.90. (4) Drug 1: C1=CC(=C2C(=C1NCCNCCO)C(=O)C3=C(C=CC(=C3C2=O)O)O)NCCNCCO. Drug 2: CC12CCC3C(C1CCC2O)C(CC4=C3C=CC(=C4)O)CCCCCCCCCS(=O)CCCC(C(F)(F)F)(F)F. Cell line: 786-0. Synergy scores: CSS=57.0, Synergy_ZIP=0.444, Synergy_Bliss=-0.568, Synergy_Loewe=-29.9, Synergy_HSA=-1.33. (5) Drug 1: CCCS(=O)(=O)NC1=C(C(=C(C=C1)F)C(=O)C2=CNC3=C2C=C(C=N3)C4=CC=C(C=C4)Cl)F. Drug 2: CS(=O)(=O)OCCCCOS(=O)(=O)C. Cell line: HOP-62. Synergy scores: CSS=6.34, Synergy_ZIP=-1.68, Synergy_Bliss=3.36, Synergy_Loewe=0.897, Synergy_HSA=1.55.